This data is from NCI-60 drug combinations with 297,098 pairs across 59 cell lines. The task is: Regression. Given two drug SMILES strings and cell line genomic features, predict the synergy score measuring deviation from expected non-interaction effect. (1) Drug 1: CCCS(=O)(=O)NC1=C(C(=C(C=C1)F)C(=O)C2=CNC3=C2C=C(C=N3)C4=CC=C(C=C4)Cl)F. Drug 2: C1=NC2=C(N1)C(=S)N=C(N2)N. Cell line: MOLT-4. Synergy scores: CSS=52.8, Synergy_ZIP=1.87, Synergy_Bliss=1.45, Synergy_Loewe=-19.1, Synergy_HSA=0.373. (2) Drug 1: CC1=C2C(C(=O)C3(C(CC4C(C3C(C(C2(C)C)(CC1OC(=O)C(C(C5=CC=CC=C5)NC(=O)OC(C)(C)C)O)O)OC(=O)C6=CC=CC=C6)(CO4)OC(=O)C)O)C)O. Drug 2: CN(CCCl)CCCl.Cl. Synergy scores: CSS=45.3, Synergy_ZIP=-11.6, Synergy_Bliss=-12.4, Synergy_Loewe=-28.6, Synergy_HSA=-8.94. Cell line: KM12.